From a dataset of Reaction yield outcomes from USPTO patents with 853,638 reactions. Predict the reaction yield, written as a fraction of the theoretical maximum amount of product (1.0 means a 100% yield; for example, 0.34 means a 34% yield). The reactants are [CH3:1][N:2]([CH2:14][C:15]1[CH:24]=[CH:23][C:18]([C:19](OC)=[O:20])=[CH:17][CH:16]=1)[C:3]1[S:4][CH:5]=[C:6]([C:8]2[CH:13]=[CH:12][CH:11]=[CH:10][CH:9]=2)[N:7]=1.[H-].C([Al+]CC(C)C)C(C)C.CCCCCC.O.O.O.O.O.O.O.O.O.O.[O-]S([O-])(=O)=O.[Na+].[Na+]. The catalyst is O1CCCC1. The product is [CH3:1][N:2]([CH2:14][C:15]1[CH:16]=[CH:17][C:18]([CH2:19][OH:20])=[CH:23][CH:24]=1)[C:3]1[S:4][CH:5]=[C:6]([C:8]2[CH:9]=[CH:10][CH:11]=[CH:12][CH:13]=2)[N:7]=1. The yield is 0.980.